Dataset: Forward reaction prediction with 1.9M reactions from USPTO patents (1976-2016). Task: Predict the product of the given reaction. (1) Given the reactants [F:1][C:2]1[CH:3]=[CH:4][C:5]2[N:6]([CH:8]=[C:9]([CH2:11]O)[N:10]=2)[CH:7]=1.S(Cl)([Cl:15])=O, predict the reaction product. The product is: [Cl:15][CH2:11][C:9]1[N:10]=[C:5]2[CH:4]=[CH:3][C:2]([F:1])=[CH:7][N:6]2[CH:8]=1. (2) The product is: [Cl:22][C:23]1[CH:24]=[CH:25][C:26]([N:29]2[CH:33]=[CH:32][C:31]([O:34][CH2:1][C@@H:2]3[C@H:3]([CH3:4])[O:21]3)=[N:30]2)=[CH:27][CH:28]=1. Given the reactants [C:1]1(P([C:2]2[CH:1]=CC=[CH:4][CH:3]=2)[C:2]2[CH:1]=CC=[CH:4][CH:3]=2)C=C[CH:4]=[CH:3][CH:2]=1.C[OH:21].[Cl:22][C:23]1[CH:28]=[CH:27][C:26]([N:29]2[CH:33]=[CH:32][C:31]([OH:34])=[N:30]2)=[CH:25][CH:24]=1, predict the reaction product.